From a dataset of Peptide-MHC class I binding affinity with 185,985 pairs from IEDB/IMGT. Regression. Given a peptide amino acid sequence and an MHC pseudo amino acid sequence, predict their binding affinity value. This is MHC class I binding data. (1) The peptide sequence is EYLVSFGVW. The MHC is HLA-A24:02 with pseudo-sequence HLA-A24:02. The binding affinity (normalized) is 0.853. (2) The peptide sequence is YSRDLICEQS. The MHC is Mamu-A02 with pseudo-sequence Mamu-A02. The binding affinity (normalized) is 0.356. (3) The peptide sequence is VALTIMGVI. The MHC is HLA-A02:01 with pseudo-sequence HLA-A02:01. The binding affinity (normalized) is 0.159. (4) The peptide sequence is VMLIGIEIL. The binding affinity (normalized) is 0.0263. The MHC is HLA-A24:02 with pseudo-sequence HLA-A24:02. (5) The peptide sequence is IATATWFQY. The MHC is HLA-B57:01 with pseudo-sequence HLA-B57:01. The binding affinity (normalized) is 0.613. (6) The peptide sequence is QFIKPVSDLY. The MHC is HLA-A68:01 with pseudo-sequence HLA-A68:01. The binding affinity (normalized) is 0.339. (7) The peptide sequence is EFCDMLRLI. The MHC is HLA-A24:02 with pseudo-sequence HLA-A24:02. The binding affinity (normalized) is 0.221. (8) The peptide sequence is ELIKELPGY. The MHC is HLA-B08:01 with pseudo-sequence HLA-B08:01. The binding affinity (normalized) is 0.0847. (9) The peptide sequence is TWIRIWSVL. The MHC is HLA-A23:01 with pseudo-sequence HLA-A23:01. The binding affinity (normalized) is 0.820.